From a dataset of Full USPTO retrosynthesis dataset with 1.9M reactions from patents (1976-2016). Predict the reactants needed to synthesize the given product. Given the product [O:25]1[CH2:30][CH2:29][N:28]([C:31]2[N:32]=[CH:33][C:34]([C:35]3[O:1][N:2]=[C:3]([C:5]4[CH:13]=[CH:12][C:11]5[N:10]6[CH2:14][CH2:15][CH:16]([CH2:17][C:18]([OH:20])=[O:19])[C:9]6=[CH:8][C:7]=5[CH:6]=4)[N:4]=3)=[CH:38][CH:39]=2)[CH2:27][CH2:26]1, predict the reactants needed to synthesize it. The reactants are: [OH:1][N:2]=[C:3]([C:5]1[CH:13]=[CH:12][C:11]2[N:10]3[CH2:14][CH2:15][CH:16]([CH2:17][C:18]([O:20]C(C)(C)C)=[O:19])[C:9]3=[CH:8][C:7]=2[CH:6]=1)[NH2:4].[O:25]1[CH2:30][CH2:29][N:28]([C:31]2[CH:39]=[CH:38][C:34]([C:35](O)=O)=[CH:33][N:32]=2)[CH2:27][CH2:26]1.